From a dataset of Forward reaction prediction with 1.9M reactions from USPTO patents (1976-2016). Predict the product of the given reaction. (1) The product is: [Cl:11][C:4]1[CH:3]=[C:2]([I:21])[CH:9]=[C:8]([F:10])[C:5]=1[C:6]#[N:7]. Given the reactants N[C:2]1[CH:9]=[C:8]([F:10])[C:5]([C:6]#[N:7])=[C:4]([Cl:11])[CH:3]=1.S(=O)(=O)(O)O.N([O-])=O.[Na+].[I-:21].[K+], predict the reaction product. (2) Given the reactants C(OC(=O)[NH:7][C@H:8]([C:31]([N:33]1[CH2:37][CH2:36][C@H:35]([F:38])[CH2:34]1)=[O:32])[C@H:9]([CH:11]1[CH2:16][CH2:15][CH:14]([NH:17][C:18](=[O:30])[C:19]2[CH:24]=[CH:23][C:22]([O:25][C:26]([F:29])([F:28])[F:27])=[CH:21][CH:20]=2)[CH2:13][CH2:12]1)[CH3:10])(C)(C)C.[F:40][C:41]([F:46])([F:45])[C:42]([OH:44])=[O:43], predict the reaction product. The product is: [F:40][C:41]([F:46])([F:45])[C:42]([O-:44])=[O:43].[F:38][C@H:35]1[CH2:36][CH2:37][N:33]([C:31](=[O:32])[C@@H:8]([NH3+:7])[C@H:9]([CH:11]2[CH2:16][CH2:15][CH:14]([NH:17][C:18](=[O:30])[C:19]3[CH:20]=[CH:21][C:22]([O:25][C:26]([F:29])([F:27])[F:28])=[CH:23][CH:24]=3)[CH2:13][CH2:12]2)[CH3:10])[CH2:34]1. (3) The product is: [CH2:38]([C:37]1[C:32]([C:28]2[CH:27]=[C:26]([C:24]3[CH2:23][C:22](=[O:41])[NH:21][C:9]4[CH:10]=[C:11]([C:17]([F:18])([F:20])[F:19])[C:12]([O:14][CH2:15][CH3:16])=[CH:13][C:8]=4[N:7]=3)[CH:31]=[CH:30][CH:29]=2)=[CH:33][C:34]([CH3:40])=[N:35][CH:36]=1)[CH3:39]. Given the reactants C(OC(=O)[NH:7][C:8]1[CH:13]=[C:12]([O:14][CH2:15][CH3:16])[C:11]([C:17]([F:20])([F:19])[F:18])=[CH:10][C:9]=1[NH:21][C:22](=[O:41])[CH2:23][C:24]([C:26]1[CH:31]=[CH:30][CH:29]=[C:28]([C:32]2[C:37]([CH2:38][CH3:39])=[CH:36][N:35]=[C:34]([CH3:40])[CH:33]=2)[CH:27]=1)=O)(C)(C)C.C(O)(C(F)(F)F)=O, predict the reaction product. (4) Given the reactants [C:1]([O:4][CH:5]1[CH:10]([O:11]CC2C=CC=CC=2)[CH:9]([O:19][C:20](=[O:22])[CH3:21])[CH:8]([CH2:23][O:24][C:25](=[O:27])[CH3:26])[O:7][CH:6]1[O:28][C:29](=[O:31])[CH3:30])(=[O:3])[CH3:2], predict the reaction product. The product is: [C:29]([O:28][CH:6]1[CH:5]([O:4][C:1](=[O:3])[CH3:2])[CH:10]([OH:11])[CH:9]([O:19][C:20](=[O:22])[CH3:21])[CH:8]([CH2:23][O:24][C:25](=[O:27])[CH3:26])[O:7]1)(=[O:31])[CH3:30]. (5) Given the reactants [Cl:1][C:2]1[CH:3]=[C:4]2[C:8](=[CH:9][CH:10]=1)[NH:7][C:6]([C:11]([NH:13][NH2:14])=[O:12])=[CH:5]2.C1C=CC2N(O)N=NC=2C=1.CCN(C(C)C)C(C)C.[O:34]1[C:39]2[CH:40]=[CH:41][CH:42]=[CH:43][C:38]=2[O:37][CH2:36][CH:35]1[C:44](O)=[O:45].CCN=C=NCCCN(C)C, predict the reaction product. The product is: [Cl:1][C:2]1[CH:3]=[C:4]2[C:8](=[CH:9][CH:10]=1)[NH:7][C:6]([C:11]([NH:13][NH:14][C:44]([CH:35]1[O:34][C:39]3[CH:40]=[CH:41][CH:42]=[CH:43][C:38]=3[O:37][CH2:36]1)=[O:45])=[O:12])=[CH:5]2. (6) Given the reactants C([Mg]Br)C.C1COCC1.[NH:10]1[CH:14]=[CH:13][CH:12]=[CH:11]1.[C:15]([C:19]1[CH:27]=[CH:26][C:22]([C:23](Cl)=[O:24])=[CH:21][CH:20]=1)([CH3:18])([CH3:17])[CH3:16], predict the reaction product. The product is: [C:15]([C:19]1[CH:20]=[CH:21][C:22]([C:23]([C:11]2[NH:10][CH:14]=[CH:13][CH:12]=2)=[O:24])=[CH:26][CH:27]=1)([CH3:18])([CH3:16])[CH3:17]. (7) Given the reactants BrC1C=C2C(=CC=1)N=C(NC1C=C(C3C=NN(C)C=3)C=C(CN3CC(C)OC(C)C3)C=1)N=C2.[Si](C#C)(C)(C)C.CC1CN(CC2C=C([NH:60][C:61]3[N:70]=[CH:69][C:68]4[C:63](=[CH:64][CH:65]=[C:66]([C:71]#[CH:72])[CH:67]=4)[N:62]=3)C=C(C3C=NN(C)C=3)C=2)CC(C)O1.[OH-].[Na+].Cl, predict the reaction product. The product is: [C:71]([C:66]1[CH:67]=[C:68]2[C:63](=[CH:64][CH:65]=1)[N:62]=[C:61]([NH2:60])[N:70]=[CH:69]2)#[CH:72]. (8) Given the reactants Br[C:2]1[N:7]=[C:6]([O:8][C@@H:9]([C@H:11]2[CH2:15][NH:14][C:13](=[O:16])[CH2:12]2)[CH3:10])[C:5]2[N:17]([CH:20]3[CH2:22][CH2:21]3)[CH:18]=[N:19][C:4]=2[CH:3]=1.[CH3:23][C:24]1[S:28][C:27](B(O)O)=[CH:26][CH:25]=1.C([O-])([O-])=O.[Na+].[Na+].N#N, predict the reaction product. The product is: [CH:20]1([N:17]2[C:5]3[C:6]([O:8][C@@H:9]([C@H:11]4[CH2:15][NH:14][C:13](=[O:16])[CH2:12]4)[CH3:10])=[N:7][C:2]([C:27]4[S:28][C:24]([CH3:23])=[CH:25][CH:26]=4)=[CH:3][C:4]=3[N:19]=[CH:18]2)[CH2:22][CH2:21]1. (9) Given the reactants [CH3:1][C:2]1([CH3:10])[CH2:7][CH:6]([CH2:8]O)[CH2:5][CH2:4][O:3]1.FC(F)(C[I:21])CN1CCOCC1, predict the reaction product. The product is: [I:21][CH2:8][CH:6]1[CH2:5][CH2:4][O:3][C:2]([CH3:10])([CH3:1])[CH2:7]1. (10) The product is: [CH3:1][C:2]1[CH:7]=[CH:6][C:5]([C:8]2[CH2:13][CH2:12][CH2:11][CH2:10][C:9]=2[C:14]([NH:16][C:17]2[CH:22]=[N:21][C:20]([NH:23][CH2:31][CH2:32][N:33]3[CH:37]=[CH:36][CH:35]=[N:34]3)=[CH:19][CH:18]=2)=[O:15])=[CH:4][CH:3]=1. Given the reactants [CH3:1][C:2]1[CH:7]=[CH:6][C:5]([C:8]2[CH2:13][CH2:12][CH2:11][CH2:10][C:9]=2[C:14]([NH:16][C:17]2[CH:18]=[CH:19][C:20]([N:23]([CH2:31][CH2:32][N:33]3[CH:37]=[CH:36][CH:35]=[N:34]3)C(=O)OC(C)(C)C)=[N:21][CH:22]=2)=[O:15])=[CH:4][CH:3]=1.FC(F)(F)C(O)=O, predict the reaction product.